This data is from Catalyst prediction with 721,799 reactions and 888 catalyst types from USPTO. The task is: Predict which catalyst facilitates the given reaction. (1) Reactant: [CH2:1]([O:3][C:4]([C:6]1[NH:14][C:13]2[CH:12]=[CH:11][N:10]=[CH:9][C:8]=2[C:7]=1[NH:15][C:16]1[CH:21]=[CH:20][C:19]([I:22])=[CH:18][C:17]=1[F:23])=[O:5])[CH3:2].[CH2:24](Br)[C:25]#[CH:26].C1CCN2C(=NCCC2)CC1. Product: [CH2:1]([O:3][C:4]([C:6]1[N:14]([CH2:26][C:25]#[CH:24])[C:13]2[CH:12]=[CH:11][N:10]=[CH:9][C:8]=2[C:7]=1[NH:15][C:16]1[CH:21]=[CH:20][C:19]([I:22])=[CH:18][C:17]=1[F:23])=[O:5])[CH3:2]. The catalyst class is: 1. (2) Reactant: [O-]S(C(F)(F)F)(=O)=O.[C:9]1([S+:15]([C:26]2[CH:31]=[CH:30][CH:29]=[CH:28][CH:27]=2)[C:16]2[CH:21]=[CH:20][CH:19]=[C:18]([C:22]([F:25])([F:24])[F:23])[CH:17]=2)[CH:14]=[CH:13][CH:12]=[CH:11][CH:10]=1.[F:32][C:33]([F:88])([F:87])[C:34]1[CH:35]=[C:36]([B-:44]([C:73]2[CH:78]=[C:77]([C:79]([F:82])([F:81])[F:80])[CH:76]=[C:75]([C:83]([F:86])([F:85])[F:84])[CH:74]=2)([C:59]2[CH:64]=[C:63]([C:65]([F:68])([F:67])[F:66])[CH:62]=[C:61]([C:69]([F:72])([F:71])[F:70])[CH:60]=2)[C:45]2[CH:50]=[C:49]([C:51]([F:54])([F:53])[F:52])[CH:48]=[C:47]([C:55]([F:58])([F:57])[F:56])[CH:46]=2)[CH:37]=[C:38]([C:40]([F:43])([F:42])[F:41])[CH:39]=1.[Na+].O. Product: [F:82][C:79]([F:80])([F:81])[C:77]1[CH:78]=[C:73]([B-:44]([C:45]2[CH:50]=[C:49]([C:51]([F:54])([F:53])[F:52])[CH:48]=[C:47]([C:55]([F:57])([F:58])[F:56])[CH:46]=2)([C:59]2[CH:64]=[C:63]([C:65]([F:66])([F:67])[F:68])[CH:62]=[C:61]([C:69]([F:70])([F:71])[F:72])[CH:60]=2)[C:36]2[CH:37]=[C:38]([C:40]([F:43])([F:42])[F:41])[CH:39]=[C:34]([C:33]([F:32])([F:87])[F:88])[CH:35]=2)[CH:74]=[C:75]([C:83]([F:86])([F:85])[F:84])[CH:76]=1.[C:9]1([S+:15]([C:26]2[CH:31]=[CH:30][CH:29]=[CH:28][CH:27]=2)[C:16]2[CH:21]=[CH:20][CH:19]=[C:18]([C:22]([F:25])([F:23])[F:24])[CH:17]=2)[CH:10]=[CH:11][CH:12]=[CH:13][CH:14]=1. The catalyst class is: 5. (3) The catalyst class is: 107. Product: [ClH:33].[ClH:33].[F:1][C:2]1[CH:7]=[CH:6][C:5]([CH:8]([C:20]2[CH:21]=[CH:22][C:23]([F:26])=[CH:24][CH:25]=2)[N:9]2[CH2:10][CH2:11][N:12]([CH2:15]/[CH:16]=[CH:17]/[CH2:18][O:19][CH2:34][C:35]([OH:37])=[O:36])[CH2:13][CH2:14]2)=[CH:4][CH:3]=1. Reactant: [F:1][C:2]1[CH:7]=[CH:6][C:5]([CH:8]([C:20]2[CH:25]=[CH:24][C:23]([F:26])=[CH:22][CH:21]=2)[N:9]2[CH2:14][CH2:13][N:12]([CH2:15]/[CH:16]=[CH:17]/[CH2:18][OH:19])[CH2:11][CH2:10]2)=[CH:4][CH:3]=1.CC(C)([O-])C.[K+].[Cl:33][CH2:34][C:35]([O-:37])=[O:36].[Na+]. (4) Reactant: [CH3:1][CH:2]([CH2:7][CH2:8][CH2:9][CH:10]([CH3:22])[CH2:11][CH2:12][CH2:13][CH:14]([CH3:21])[CH2:15][CH2:16][CH2:17][CH:18]([CH3:20])[CH3:19])[CH2:3][C:4]([OH:6])=[O:5].S(=O)(=O)(O)O. The catalyst class is: 51. Product: [CH2:1]([O:5][C:4](=[O:6])[CH2:3][CH:2]([CH3:1])[CH2:7][CH2:8][CH2:9][CH:10]([CH3:22])[CH2:11][CH2:12][CH2:13][CH:14]([CH3:21])[CH2:15][CH2:16][CH2:17][CH:18]([CH3:20])[CH3:19])[CH2:2][CH2:3][CH3:4]. (5) Reactant: [NH2:1][C:2]([C:18]1[C:26]([O:27][CH3:28])=[CH:25][C:24]([CH3:29])=[C:23]2[C:19]=1[CH:20]=[CH:21][N:22]2[C:30]([O:32][C:33]([CH3:36])([CH3:35])[CH3:34])=[O:31])([C:7]1[NH:11][C:10]2[CH:12]=[CH:13][C:14]([C:16]#[N:17])=[CH:15][C:9]=2[N:8]=1)[C:3]([F:6])([F:5])[F:4].[C:37]([O:41][CH2:42][CH3:43])(=[O:40])[CH:38]=O.C(O[BH-](OC(=O)C)OC(=O)C)(=O)C.[Na+]. Product: [C:16]([C:14]1[CH:13]=[CH:12][C:10]2[NH:11][C:7]([C:2]([C:18]3[C:26]([O:27][CH3:28])=[CH:25][C:24]([CH3:29])=[C:23]4[C:19]=3[CH:20]=[CH:21][N:22]4[C:30]([O:32][C:33]([CH3:36])([CH3:35])[CH3:34])=[O:31])([NH:1][CH2:38][C:37]([O:41][CH2:42][CH3:43])=[O:40])[C:3]([F:6])([F:5])[F:4])=[N:8][C:9]=2[CH:15]=1)#[N:17]. The catalyst class is: 26. (6) Reactant: [C:1]([C:5]1[CH:6]=[C:7]([OH:22])[C:8]([C:15]2[CH:20]=[CH:19][C:18]([Cl:21])=[CH:17][CH:16]=2)=[C:9]([C:11]([CH3:14])([CH3:13])[CH3:12])[CH:10]=1)([CH3:4])([CH3:3])[CH3:2].O[CH2:24][NH:25][C:26](=[O:29])[CH2:27][Cl:28].FC(F)(F)C(O)=O. Product: [Cl:28][CH2:27][C:26]([NH:25][CH2:24][C:6]1[C:7]([OH:22])=[C:8]([C:15]2[CH:16]=[CH:17][C:18]([Cl:21])=[CH:19][CH:20]=2)[C:9]([C:11]([CH3:14])([CH3:13])[CH3:12])=[CH:10][C:5]=1[C:1]([CH3:2])([CH3:3])[CH3:4])=[O:29]. The catalyst class is: 2. (7) Reactant: [CH2:1]([C:4]1[N:5]([NH:17]C(=O)OC(C)(C)C)[C:6]2[C:15]3[CH:14]=[CH:13][CH:12]=[CH:11][C:10]=3[N:9]=[CH:8][C:7]=2[N:16]=1)[CH2:2][CH3:3].Cl. Product: [CH2:1]([C:4]1[N:5]([NH2:17])[C:6]2[C:15]3[CH:14]=[CH:13][CH:12]=[CH:11][C:10]=3[N:9]=[CH:8][C:7]=2[N:16]=1)[CH2:2][CH3:3]. The catalyst class is: 621.